Dataset: Reaction yield outcomes from USPTO patents with 853,638 reactions. Task: Predict the reaction yield, written as a fraction of the theoretical maximum amount of product (1.0 means a 100% yield; for example, 0.34 means a 34% yield). (1) The reactants are [C:1]([O:5][C:6]([N:8]([CH:32]([CH3:34])[CH3:33])[C:9]1[S:10][C:11]([C:14]2[CH:15]=[C:16]([C:26]3[CH:31]=[CH:30][CH:29]=[CH:28][CH:27]=3)[C:17]3[N:18]([CH:20]=[C:21]([C:23](O)=[O:24])[N:22]=3)[CH:19]=2)=[CH:12][N:13]=1)=[O:7])([CH3:4])([CH3:3])[CH3:2].C(Cl)CCl.C1C=CC2N(O)N=[N:45][C:43]=2C=1.CCN(CC)CC.CN. The catalyst is ClCCl. The product is [CH:32]([N:8]([C:9]1[S:10][C:11]([C:14]2[CH:15]=[C:16]([C:26]3[CH:27]=[CH:28][CH:29]=[CH:30][CH:31]=3)[C:17]3[N:18]([CH:20]=[C:21]([C:23](=[O:24])[NH:45][CH3:43])[N:22]=3)[CH:19]=2)=[CH:12][N:13]=1)[C:6](=[O:7])[O:5][C:1]([CH3:3])([CH3:2])[CH3:4])([CH3:34])[CH3:33]. The yield is 0.300. (2) The reactants are [CH3:1][O:2][C:3]1[CH:4]=[C:5]2[C:10](=[CH:11][C:12]=1[O:13][CH3:14])[N:9]=[CH:8][CH:7]=[C:6]2[O:15][C:16]1[CH:22]=[CH:21][C:19]([NH2:20])=[CH:18][CH:17]=1.Cl[C:24](Cl)([O:26][C:27](=[O:33])OC(Cl)(Cl)Cl)Cl.[CH2:35](O)[CH2:36][CH2:37][CH:38]=C.C(=O)(O)[O-].[Na+]. The catalyst is C(Cl)Cl.C(N(CC)CC)C.C1(C)C=CC=CC=1. The product is [CH3:1][O:2][C:3]1[CH:4]=[C:5]2[C:10](=[CH:11][C:12]=1[O:13][CH3:14])[N:9]=[CH:8][CH:7]=[C:6]2[O:15][C:16]1[CH:22]=[CH:21][C:19]([NH:20][C:27](=[O:33])[O:26][CH2:24][CH2:38][CH2:37][CH:36]=[CH2:35])=[CH:18][CH:17]=1. The yield is 1.00. (3) The reactants are [C:1]12([NH2:11])[CH2:10][CH:5]3[CH2:6][CH:7]([CH2:9][CH:3]([CH2:4]3)[CH2:2]1)[CH2:8]2.Cl[CH2:13][C:14]1[S:18][C:17]([CH3:19])=[N:16][CH:15]=1. No catalyst specified. The product is [CH3:19][C:17]1[S:18][C:14]([CH2:13][NH:11][C:1]23[CH2:8][CH:7]4[CH2:6][CH:5]([CH2:4][CH:3]([CH2:9]4)[CH2:2]2)[CH2:10]3)=[CH:15][N:16]=1. The yield is 0.880. (4) The reactants are [Br:1][C:2]1[CH:3]=[N:4][CH:5]=[C:6]([C:10]=1[CH3:11])[C:7]([OH:9])=[O:8].[CH2:12](O)[CH3:13].CCN=C=NCCCN(C)C.OP([O-])(O)=O.[K+]. The yield is 0.840. The catalyst is C(Cl)Cl.CN(C1C=CN=CC=1)C. The product is [Br:1][C:2]1[CH:3]=[N:4][CH:5]=[C:6]([C:10]=1[CH3:11])[C:7]([O:9][CH2:12][CH3:13])=[O:8]. (5) The product is [C:16]([NH:15][C:14](=[N:6][CH2:5][CH2:4][CH2:3][C:2]([F:11])([F:1])[C:7]([F:8])([F:9])[F:10])[S:13][CH3:12])#[N:17]. The reactants are [F:1][C:2]([F:11])([C:7]([F:10])([F:9])[F:8])[CH2:3][CH2:4][CH2:5][NH2:6].[CH3:12][S:13][C:14](SC)=[N:15][C:16]#[N:17]. The yield is 0.690. The catalyst is C(O)C.